This data is from HIV replication inhibition screening data with 41,000+ compounds from the AIDS Antiviral Screen. The task is: Binary Classification. Given a drug SMILES string, predict its activity (active/inactive) in a high-throughput screening assay against a specified biological target. (1) The molecule is CN(N)c1nc(N)c(C#N)c(C#N)c1C#N. The result is 0 (inactive). (2) The molecule is CCOC(=O)Cc1csc2[n+]1C(=O)C(=Cc1cccc(Cl)c1Cl)S2.[Cl-]. The result is 0 (inactive). (3) The drug is CCN(CC)c1c(C(=O)C=Cc2ccc(OC)cc2)c(-c2ccccc2)nn(C)c1=O. The result is 0 (inactive). (4) The drug is COc1cc(O)c2cc1Oc1ccc(cc1)CC1c3cc(c(OC)cc3CCN1C)Oc1c(OC)c(OC)c(OC)c3c1C(C2)N(C)CC3. The result is 0 (inactive). (5) The result is 0 (inactive). The compound is CN1CCc2ccccc2C(C(=O)c2ccc3c(c2)OCO3)C1=O. (6) The compound is CC(=O)NC1C(=O)N(C(COCc2ccccc2)c2ccccc2)C1COC(C)(C)C. The result is 0 (inactive).